The task is: Predict the reaction yield, written as a fraction of the theoretical maximum amount of product (1.0 means a 100% yield; for example, 0.34 means a 34% yield).. This data is from Reaction yield outcomes from USPTO patents with 853,638 reactions. (1) The reactants are [F:1][C:2]1[CH:7]=[CH:6][C:5]([C:8]2[O:9][C:10]3[CH:20]=[CH:19][C:18]([C:21]4[CH:22]=[C:23]([CH:27]=[CH:28][CH:29]=4)[C:24](O)=[O:25])=[CH:17][C:11]=3[C:12]=2[C:13](=[O:16])[NH:14][CH3:15])=[CH:4][CH:3]=1.[Cl:30][C:31]1[CH:36]=[CH:35][C:34]([C@H:37]2[CH2:41][CH2:40][CH2:39][C@H:38]2[NH2:42])=[CH:33][CH:32]=1.CN(C(ON1N=NC2C=CC=NC1=2)=[N+](C)C)C.F[P-](F)(F)(F)(F)F.CCN(C(C)C)C(C)C. The catalyst is CO.CN(C=O)C. The product is [Cl:30][C:31]1[CH:32]=[CH:33][C:34]([C@H:37]2[CH2:41][CH2:40][CH2:39][C@H:38]2[NH:42][C:24]([C:23]2[CH:22]=[C:21]([C:18]3[CH:19]=[CH:20][C:10]4[O:9][C:8]([C:5]5[CH:6]=[CH:7][C:2]([F:1])=[CH:3][CH:4]=5)=[C:12]([C:13]([NH:14][CH3:15])=[O:16])[C:11]=4[CH:17]=3)[CH:29]=[CH:28][CH:27]=2)=[O:25])=[CH:35][CH:36]=1. The yield is 0.520. (2) The reactants are [C:1]([O:7][CH2:8][N:9]1[C:13]2=[N:14][CH:15]=[C:16](Br)[N:17]=[C:12]2[C:11]([C:19](=[O:25])[NH:20][C:21]([CH3:24])([CH3:23])[CH3:22])=[CH:10]1)(=[O:6])[C:2]([CH3:5])([CH3:4])[CH3:3].[CH3:26][N:27]1[C:35]2[C:30](=[CH:31][CH:32]=[C:33]([C:36]#[N:37])[CH:34]=2)[C:29]([Sn](CCCC)(CCCC)CCCC)=[N:28]1.CN1C([Sn](CCCC)(CCCC)CCCC)C2C(=CC(C#N)=CC=2)N1. The catalyst is CN(C=O)C.C1C=CC([P]([Pd]([P](C2C=CC=CC=2)(C2C=CC=CC=2)C2C=CC=CC=2)([P](C2C=CC=CC=2)(C2C=CC=CC=2)C2C=CC=CC=2)[P](C2C=CC=CC=2)(C2C=CC=CC=2)C2C=CC=CC=2)(C2C=CC=CC=2)C2C=CC=CC=2)=CC=1.[Cu]I. The product is [C:1]([O:7][CH2:8][N:9]1[C:13]2=[N:14][CH:15]=[C:16]([C:29]3[C:30]4[C:35](=[CH:34][C:33]([C:36]#[N:37])=[CH:32][CH:31]=4)[N:27]([CH3:26])[N:28]=3)[N:17]=[C:12]2[C:11]([C:19](=[O:25])[NH:20][C:21]([CH3:24])([CH3:23])[CH3:22])=[CH:10]1)(=[O:6])[C:2]([CH3:5])([CH3:4])[CH3:3]. The yield is 0.485. (3) The reactants are [O:1]1[CH:5]=[CH:4][CH:3]([C:6]2[CH:13]=[CH:12][CH:11]=[CH:10][C:7]=2[C:8]#[N:9])[CH2:2]1.[O:14]1[CH2:18][CH:17]=[CH:16][CH:15]1[C:19]1[CH:26]=[CH:25][CH:24]=[CH:23][C:20]=1[C:21]#[N:22]. The catalyst is [Pd].C(OCC)(=O)C. The product is [O:14]1[CH2:18][CH2:17][CH2:16][CH:15]1[C:19]1[CH:20]=[C:23]([CH:24]=[CH:25][CH:26]=1)[C:8]#[N:9].[O:1]1[CH2:5][CH2:4][CH:3]([C:6]2[CH:7]=[C:10]([CH:11]=[CH:12][CH:13]=2)[C:21]#[N:22])[CH2:2]1. The yield is 0.0500. (4) The reactants are I[C:2]1[CH:7]=[CH:6][N:5]=[C:4]([N:8]2[C:12]([CH3:13])=[CH:11][C:10]([C:14]([NH2:16])=[O:15])=[N:9]2)[CH:3]=1.[CH3:17][C:18]1[O:22][N:21]=[C:20]([C@:23]([OH:27])([C:25]#[CH:26])[CH3:24])[CH:19]=1. No catalyst specified. The product is [OH:27][C@:23]([C:20]1[CH:19]=[C:18]([CH3:17])[O:22][N:21]=1)([CH3:24])[C:25]#[C:26][C:2]1[CH:7]=[CH:6][N:5]=[C:4]([N:8]2[C:12]([CH3:13])=[CH:11][C:10]([C:14]([NH2:16])=[O:15])=[N:9]2)[CH:3]=1. The yield is 0.130.